From a dataset of Reaction yield outcomes from USPTO patents with 853,638 reactions. Predict the reaction yield, written as a fraction of the theoretical maximum amount of product (1.0 means a 100% yield; for example, 0.34 means a 34% yield). (1) The reactants are [Cl:1][C:2]1[CH:10]=[C:6]([C:7]([OH:9])=O)[C:5]([OH:11])=[CH:4][CH:3]=1.P(Cl)(Cl)Cl.[F:16][C:17]([F:30])([F:29])[C:18]1[CH:19]=[C:20]([CH:22]=[C:23]([C:25]([F:28])([F:27])[F:26])[CH:24]=1)[NH2:21]. The catalyst is C1(C)C=CC=CC=1. The product is [F:16][C:17]([F:29])([F:30])[C:18]1[CH:19]=[C:20]([NH:21][C:7](=[O:9])[C:6]2[CH:10]=[C:2]([Cl:1])[CH:3]=[CH:4][C:5]=2[OH:11])[CH:22]=[C:23]([C:25]([F:26])([F:28])[F:27])[CH:24]=1. The yield is 0.850. (2) The reactants are Cl.[Cl:2][C:3]1[CH:4]=[CH:5][C:6]2[N:15]3[C:11](=[N:12][N:13]=[C:14]3[C@H:16]3[CH2:21][CH2:20][C@H:19]([O:22][C:23]4[CH:28]=[CH:27][CH:26]=[CH:25][CH:24]=4)[CH2:18][CH2:17]3)[CH2:10][NH:9][CH2:8][C:7]=2[CH:29]=1.C(N(CC)CC)C.[CH3:37][N:38]([CH3:43])[CH2:39][C:40](O)=[O:41].Cl.CN(C)CCCN=C=NCC. The catalyst is O1CCCC1. The product is [Cl:2][C:3]1[CH:4]=[CH:5][C:6]2[N:15]3[C:11](=[N:12][N:13]=[C:14]3[C@H:16]3[CH2:17][CH2:18][C@H:19]([O:22][C:23]4[CH:24]=[CH:25][CH:26]=[CH:27][CH:28]=4)[CH2:20][CH2:21]3)[CH2:10][N:9]([C:40](=[O:41])[CH2:39][N:38]([CH3:43])[CH3:37])[CH2:8][C:7]=2[CH:29]=1. The yield is 0.280. (3) The reactants are [CH3:1][O:2][C:3]([C:5]1[S:6][C:7]2[C:8](Br)(Br)[CH2:9][O:10][C:11]3[CH:18]=[CH:17][C:16]([Br:19])=[CH:15][C:12]=3[C:13]=2[N:14]=1)=[O:4].CC(C)=[O:24]. The catalyst is O. The product is [CH3:1][O:2][C:3]([C:5]1[S:6][C:7]2[C:8](=[O:24])[CH2:9][O:10][C:11]3[CH:18]=[CH:17][C:16]([Br:19])=[CH:15][C:12]=3[C:13]=2[N:14]=1)=[O:4]. The yield is 0.860. (4) The reactants are [CH2:1]([N:8]1[C:16]2[C:15](=[O:17])[N:14]([CH2:18][CH2:19][CH2:20][O:21][Si:22]([C:25]([CH3:28])([CH3:27])[CH3:26])([CH3:24])[CH3:23])[C:13](=[O:29])[N:12]([CH3:30])[C:11]=2[N:10]=[C:9]1Br)[C:2]1[CH:7]=[CH:6][CH:5]=[CH:4][CH:3]=1.C(=O)([O-])[O-].[K+].[K+].[F:38][C:39]1[CH:44]=[CH:43][C:42]([OH:45])=[CH:41][C:40]=1[C:46]([F:49])([F:48])[F:47]. The catalyst is CN(C=O)C.O. The product is [CH2:1]([N:8]1[C:16]2[C:15](=[O:17])[N:14]([CH2:18][CH2:19][CH2:20][O:21][Si:22]([C:25]([CH3:28])([CH3:27])[CH3:26])([CH3:24])[CH3:23])[C:13](=[O:29])[N:12]([CH3:30])[C:11]=2[N:10]=[C:9]1[O:45][C:42]1[CH:43]=[CH:44][C:39]([F:38])=[C:40]([C:46]([F:49])([F:47])[F:48])[CH:41]=1)[C:2]1[CH:7]=[CH:6][CH:5]=[CH:4][CH:3]=1. The yield is 0.900. (5) The reactants are C([O:3][C:4]([C:6]1[C:7]([C:11]2[CH:16]=[CH:15][CH:14]=[CH:13][N:12]=2)=[N:8][O:9][CH:10]=1)=[O:5])C.O.[OH-].[Li+].CO. The catalyst is C1COCC1.O. The product is [N:12]1[CH:13]=[CH:14][CH:15]=[CH:16][C:11]=1[C:7]1[C:6]([C:4]([OH:5])=[O:3])=[CH:10][O:9][N:8]=1. The yield is 0.790.